This data is from Reaction yield outcomes from USPTO patents with 853,638 reactions. The task is: Predict the reaction yield, written as a fraction of the theoretical maximum amount of product (1.0 means a 100% yield; for example, 0.34 means a 34% yield). (1) The reactants are Cl[CH:2]([C:8]([CH3:10])=O)[C:3]([O:5][CH2:6][CH3:7])=[O:4].[C:11]([C:13]1[CH:21]=[CH:20][C:16]([C:17]([NH2:19])=[O:18])=[CH:15][CH:14]=1)#[N:12]. The catalyst is CC(O)=O. The product is [CH3:10][C:8]1[N:19]=[C:17]([C:16]2[CH:20]=[CH:21][C:13]([C:11]#[N:12])=[CH:14][CH:15]=2)[O:18][C:2]=1[C:3]([O:5][CH2:6][CH3:7])=[O:4]. The yield is 0.0300. (2) The product is [Br:1][C:2]1[C:3]([CH3:33])=[C:4]([CH2:17][CH:18]([N+:30]([O-:32])=[O:31])[C:19]([CH3:29])([CH3:28])[CH2:20][C:21](=[O:27])[CH:22]([O:25][CH3:26])[O:23][CH3:24])[NH:5][CH:6]=1. The catalyst is C(OCC)(=O)C. The reactants are [Br:1][C:2]1[C:3]([CH3:33])=[C:4]([CH2:17][CH:18]([N+:30]([O-:32])=[O:31])[C:19]([CH3:29])([CH3:28])[CH2:20][C:21](=[O:27])[CH:22]([O:25][CH3:26])[O:23][CH3:24])[N:5](S(C2C=CC(C)=CC=2)(=O)=O)[CH:6]=1.CCCC[N+](CCCC)(CCCC)CCCC.[F-].C([O-])(O)=O.[Na+]. The yield is 0.610. (3) The reactants are O([C:3](C)(C)C)[K].[CH:7]1[C:12]2[CH2:13][C@H:14]3[N:19]([CH2:20][CH:21]4[CH2:23][CH2:22]4)[CH2:18][CH2:17][C@:16]45[C@H:24]([C:26]([CH2:28][CH2:29][C@@:15]34[OH:30])=O)[O:25][C:10]([C:11]=25)=[C:9]([OH:31])[CH:8]=1.[Cl-:32].[NH4+].Cl. The catalyst is [Br-].C[P+](C1C=CC=CC=1)(C1C=CC=CC=1)C1C=CC=CC=1.CC1CCCO1.O. The product is [CH2:3]=[C:26]1[C@@H:24]2[O:25][C:10]3[C:11]4[C@:16]52[CH2:17][CH2:18][N:19]([CH2:20][CH:21]2[CH2:22][CH2:23]2)[C@H:14]([CH2:13][C:12]=4[CH:7]=[CH:8][C:9]=3[OH:31])[C@:15]5([OH:30])[CH2:29][CH2:28]1.[ClH:32]. The yield is 0.890. (4) The reactants are Br[C:2]1[CH:3]=[C:4]2[C:9](=[CH:10][C:11]=1[F:12])[N:8]=[CH:7][C:6]([C:13]([CH:15]1[CH2:17][CH2:16]1)=[O:14])=[C:5]2[NH:18][C:19]1[CH:24]=[CH:23][C:22]([CH2:25][N:26]([CH3:28])[CH3:27])=[CH:21][CH:20]=1.[Cl:29][C:30]1[CH:35]=[C:34](B2OC(C)(C)C(C)(C)O2)[CH:33]=[C:32]([F:45])[C:31]=1[OH:46]. No catalyst specified. The product is [Cl:29][C:30]1[CH:35]=[C:34]([C:2]2[CH:3]=[C:4]3[C:9](=[CH:10][C:11]=2[F:12])[N:8]=[CH:7][C:6]([C:13]([CH:15]2[CH2:16][CH2:17]2)=[O:14])=[C:5]3[NH:18][C:19]2[CH:20]=[CH:21][C:22]([CH2:25][N:26]([CH3:27])[CH3:28])=[CH:23][CH:24]=2)[CH:33]=[C:32]([F:45])[C:31]=1[OH:46]. The yield is 0.240.